Dataset: NCI-60 drug combinations with 297,098 pairs across 59 cell lines. Task: Regression. Given two drug SMILES strings and cell line genomic features, predict the synergy score measuring deviation from expected non-interaction effect. Drug 1: C1=CC(=CC=C1CCC2=CNC3=C2C(=O)NC(=N3)N)C(=O)NC(CCC(=O)O)C(=O)O. Drug 2: C1=C(C(=O)NC(=O)N1)N(CCCl)CCCl. Cell line: UACC62. Synergy scores: CSS=35.4, Synergy_ZIP=-12.0, Synergy_Bliss=-3.79, Synergy_Loewe=-1.57, Synergy_HSA=-0.680.